Dataset: Full USPTO retrosynthesis dataset with 1.9M reactions from patents (1976-2016). Task: Predict the reactants needed to synthesize the given product. (1) Given the product [O:2]1[C:6]2[CH:7]=[CH:8][CH:9]=[C:10]([CH:11]3[CH2:16][CH2:15][N:14]([CH2:17][CH2:18][C@H:19]4[CH2:20][CH2:21][C@H:22]([NH:25][C:34](=[O:35])[CH2:33][C:27]5([OH:26])[CH2:32][CH2:31][O:30][CH2:29][CH2:28]5)[CH2:23][CH2:24]4)[CH2:13][CH2:12]3)[C:5]=2[O:4][CH2:3]1, predict the reactants needed to synthesize it. The reactants are: Cl.[O:2]1[C:6]2[CH:7]=[CH:8][CH:9]=[C:10]([CH:11]3[CH2:16][CH2:15][N:14]([CH2:17][CH2:18][C@H:19]4[CH2:24][CH2:23][C@H:22]([NH2:25])[CH2:21][CH2:20]4)[CH2:13][CH2:12]3)[C:5]=2[O:4][CH2:3]1.[OH:26][C:27]1([CH2:33][C:34](O)=[O:35])[CH2:32][CH2:31][O:30][CH2:29][CH2:28]1. (2) Given the product [CH2:1]([O:3][C:4]1[C:8]([CH2:9][CH2:10][CH2:11][O:12][C:20]2[CH:24]=[C:23]([CH2:25][CH2:26][C:27]([OH:29])=[O:28])[N:22]([C:32]3[CH:37]=[CH:36][CH:35]=[CH:34][CH:33]=3)[N:21]=2)=[CH:7][N:6]([C:13]2[CH:18]=[CH:17][CH:16]=[CH:15][N:14]=2)[N:5]=1)[CH3:2], predict the reactants needed to synthesize it. The reactants are: [CH2:1]([O:3][C:4]1[C:8]([CH2:9][CH2:10][CH2:11][OH:12])=[CH:7][N:6]([C:13]2[CH:18]=[CH:17][CH:16]=[CH:15][N:14]=2)[N:5]=1)[CH3:2].O[C:20]1[CH:24]=[C:23]([CH2:25][CH2:26][C:27]([O:29]CC)=[O:28])[N:22]([C:32]2[CH:37]=[CH:36][CH:35]=[CH:34][CH:33]=2)[N:21]=1.C(P(CCCC)CCCC)CCC.N(C(N1CCCCC1)=O)=NC(N1CCCCC1)=O. (3) Given the product [Br:26][C:21]1[C:22]([CH3:25])=[N:23][O:24][C:20]=1[NH:19][S:2]([C:5]1[S:6][C:7]([CH2:10][O:11][CH2:12][C:13]2[CH:18]=[CH:17][CH:16]=[CH:15][CH:14]=2)=[CH:8][CH:9]=1)(=[O:4])=[O:3], predict the reactants needed to synthesize it. The reactants are: Cl[S:2]([C:5]1[S:6][C:7]([CH2:10][O:11][CH2:12][C:13]2[CH:18]=[CH:17][CH:16]=[CH:15][CH:14]=2)=[CH:8][CH:9]=1)(=[O:4])=[O:3].[NH2:19][C:20]1[O:24][N:23]=[C:22]([CH3:25])[C:21]=1[Br:26]. (4) Given the product [F:27][C:2]1([F:1])[CH2:4][CH:3]1[CH2:5][N:6]1[C:14]2[C:9](=[N:10][C:11]([C:15]3[CH:16]=[C:17]([CH:18]=[CH:19][C:20]=3[CH3:21])[CH2:22][N:43]3[CH2:44][CH2:45][N:40]([C:46]([O:48][C:49]([CH3:52])([CH3:51])[CH3:50])=[O:47])[CH2:41][CH2:42]3)=[CH:12][CH:13]=2)[N:8]([CH3:24])[S:7]1(=[O:25])=[O:26], predict the reactants needed to synthesize it. The reactants are: [F:1][C:2]1([F:27])[CH2:4][CH:3]1[CH2:5][N:6]1[C:14]2[C:9](=[N:10][C:11]([C:15]3[CH:16]=[C:17]([CH2:22]O)[CH:18]=[CH:19][C:20]=3[CH3:21])=[CH:12][CH:13]=2)[N:8]([CH3:24])[S:7]1(=[O:26])=[O:25].C(N(CC)CC)C.S(Cl)(C)(=O)=O.[N:40]1([C:46]([O:48][C:49]([CH3:52])([CH3:51])[CH3:50])=[O:47])[CH2:45][CH2:44][NH:43][CH2:42][CH2:41]1.CCN(C(C)C)C(C)C. (5) Given the product [N+:32]([C:29]1[CH:28]=[CH:27][C:26]([O:25][C:23]([N:7]2[CH:6]([C:14]3[CH:15]=[CH:16][C:17]([C:20]#[N:21])=[CH:18][CH:19]=3)[C:5]([C:3]([O:2][CH3:1])=[O:4])=[C:10]([CH3:11])[N:9]=[C:8]2[O:12][CH3:13])=[O:24])=[CH:31][CH:30]=1)([O-:34])=[O:33], predict the reactants needed to synthesize it. The reactants are: [CH3:1][O:2][C:3]([C:5]1[CH:6]([C:14]2[CH:19]=[CH:18][C:17]([C:20]#[N:21])=[CH:16][CH:15]=2)[N:7]=[C:8]([O:12][CH3:13])[NH:9][C:10]=1[CH3:11])=[O:4].Cl[C:23]([O:25][C:26]1[CH:31]=[CH:30][C:29]([N+:32]([O-:34])=[O:33])=[CH:28][CH:27]=1)=[O:24]. (6) Given the product [CH3:71][O:70][C:69]([NH:68][C@@H:64]([CH:65]([CH3:67])[CH3:66])[C:63]([N:58]1[C@H:57]([C:55]2[NH:54][CH:53]=[C:52]([C:47]3[CH:48]=[C:49]4[C:44](=[CH:45][CH:46]=3)[CH:43]=[C:42]([C:39]3[CH:38]=[CH:37][C:36]([C:33]5[N:32]=[C:31]([CH:27]6[CH2:28][C@@H:29]7[C@@H:25]([CH2:30]7)[N:26]6[C:80](=[O:81])[C@@H:79]([NH:78][C:76](=[O:77])[O:75][CH3:74])[CH:83]6[CH2:88][CH2:87][O:86][CH2:85][CH2:84]6)[NH:35][CH:34]=5)=[CH:41][CH:40]=3)[CH:51]=[CH:50]4)[N:56]=2)[CH2:62][C@@H:61]2[C@H:59]1[CH2:60]2)=[O:73])=[O:72], predict the reactants needed to synthesize it. The reactants are: CN(C(ON1N=NC2C=CC=NC1=2)=[N+](C)C)C.F[P-](F)(F)(F)(F)F.[C@@H:25]12[CH2:30][C@@H:29]1[CH2:28][CH:27]([C:31]1[NH:32][C:33]([C:36]3[CH:41]=[CH:40][C:39]([C:42]4[CH:43]=[C:44]5[C:49](=[CH:50][CH:51]=4)[CH:48]=[C:47]([C:52]4[NH:56][C:55]([C@@H:57]6[CH2:62][C@@H:61]7[C@@H:59]([CH2:60]7)[N:58]6[C:63](=[O:73])[C@@H:64]([NH:68][C:69](=[O:72])[O:70][CH3:71])[CH:65]([CH3:67])[CH3:66])=[N:54][CH:53]=4)[CH:46]=[CH:45]5)=[CH:38][CH:37]=3)=[CH:34][N:35]=1)[NH:26]2.[CH3:74][O:75][C:76]([NH:78][C@@H:79]([CH:83]1[CH2:88][CH2:87][O:86][CH2:85][CH2:84]1)[C:80](O)=[O:81])=[O:77].CCN(C(C)C)C(C)C. (7) Given the product [Br-:8].[Br:8][CH2:9][CH2:10][CH2:11][CH2:12][N+:2]1([CH3:1])[CH2:7][CH2:6][CH2:5][CH2:4][CH2:3]1, predict the reactants needed to synthesize it. The reactants are: [CH3:1][N:2]1[CH2:7][CH2:6][CH2:5][CH2:4][CH2:3]1.[Br:8][CH2:9][CH2:10][CH2:11][CH2:12]Br. (8) Given the product [C:1]([C:5]1[CH:9]=[C:8]([NH:10][C:19](=[O:20])[O:21][C:22]2[CH:27]=[CH:26][CH:25]=[CH:24][CH:23]=2)[N:7]([CH3:11])[N:6]=1)([CH3:4])([CH3:2])[CH3:3], predict the reactants needed to synthesize it. The reactants are: [C:1]([C:5]1[CH:9]=[C:8]([NH2:10])[N:7]([CH3:11])[N:6]=1)([CH3:4])([CH3:3])[CH3:2].C([O-])([O-])=O.[K+].[K+].Cl[C:19]([O:21][C:22]1[CH:27]=[CH:26][CH:25]=[CH:24][CH:23]=1)=[O:20]. (9) Given the product [CH2:25]1[C:26]2[C:21](=[CH:20][C:19]([NH:18][C:10]3[N:9]=[C:8]([CH2:7][CH2:6][C:5]4[CH:36]=[CH:37][CH:38]=[CH:39][C:4]=4[CH2:3][C:2]([NH2:1])=[O:40])[C:13]([C:14]([F:16])([F:17])[F:15])=[CH:12][N:11]=3)=[CH:28][CH:27]=2)[CH2:22][CH2:23][NH:24]1, predict the reactants needed to synthesize it. The reactants are: [NH2:1][C:2](=[O:40])[CH2:3][C:4]1[CH:39]=[CH:38][CH:37]=[CH:36][C:5]=1[CH2:6][CH2:7][C:8]1[C:13]([C:14]([F:17])([F:16])[F:15])=[CH:12][N:11]=[C:10]([NH:18][C:19]2[CH:20]=[C:21]3[C:26](=[CH:27][CH:28]=2)[CH2:25][N:24](C(OC(C)(C)C)=O)[CH2:23][CH2:22]3)[N:9]=1.C(O)(C(F)(F)F)=O.